From a dataset of Forward reaction prediction with 1.9M reactions from USPTO patents (1976-2016). Predict the product of the given reaction. (1) Given the reactants C([O-])(=O)C.[Na+].C(N(CC)CC)C.COC([C:17]1([CH2:28][C:29]2[CH:34]=[CH:33][C:32]([Cl:35])=[CH:31][CH:30]=2)[CH2:21][CH2:20][C:19]2([CH2:26]OCO[CH2:22]2)[C:18]1=[O:27])=O.C(O)(=O)C.O.C(=O)(O)[O-].[Na+], predict the reaction product. The product is: [Cl:35][C:32]1[CH:31]=[CH:30][C:29]([CH2:28][CH:17]2[C:18](=[O:27])[C:19]([CH3:26])([CH3:22])[CH2:20][CH2:21]2)=[CH:34][CH:33]=1. (2) Given the reactants [Cl:1][C:2]1[C:7]([C:8]2[CH:13]=[CH:12][C:11]([C:14]([F:17])([F:16])[F:15])=[CH:10][CH:9]=2)=[CH:6][C:5]([C:18]2([C:22]([O:24]CC)=[O:23])[CH2:21][CH2:20][CH2:19]2)=[CH:4][C:3]=1[O:27][CH2:28][C:29]([F:32])([F:31])[F:30].[Li+].[OH-], predict the reaction product. The product is: [Cl:1][C:2]1[C:7]([C:8]2[CH:13]=[CH:12][C:11]([C:14]([F:17])([F:16])[F:15])=[CH:10][CH:9]=2)=[CH:6][C:5]([C:18]2([C:22]([OH:24])=[O:23])[CH2:21][CH2:20][CH2:19]2)=[CH:4][C:3]=1[O:27][CH2:28][C:29]([F:30])([F:31])[F:32]. (3) Given the reactants [CH3:1][O:2][CH2:3][C@@H:4]([O:6][C:7]1[CH:8]=[C:9]([C:24]2[NH:28][C:27]([C:29]3[O:30][C@@H:31]([CH3:35])[C@@H:32]([CH3:34])[N:33]=3)=[CH:26][CH:25]=2)[CH:10]=[C:11]([O:13][Si](C(C)C)(C(C)C)C(C)C)[CH:12]=1)[CH3:5].[F-].C([N+](CCCC)(CCCC)CCCC)CCC.[Cl-].[NH4+], predict the reaction product. The product is: [CH3:34][C@@H:32]1[C@H:31]([CH3:35])[O:30][C:29]([C:27]2[NH:28][C:24]([C:9]3[CH:10]=[C:11]([OH:13])[CH:12]=[C:7]([O:6][C@@H:4]([CH3:5])[CH2:3][O:2][CH3:1])[CH:8]=3)=[CH:25][CH:26]=2)=[N:33]1. (4) Given the reactants [OH:1]/[N:2]=[CH:3]/[C:4]1[CH:5]=[C:6]2[C:11](=[CH:12][CH:13]=1)[N:10]=[CH:9][CH:8]=[CH:7]2.ClN1C(=O)CCC1=O.[Cl:22][C:23]1[CH:28]=[C:27]([C:29]([C:31]([F:34])([F:33])[F:32])=[CH2:30])[CH:26]=[C:25]([Cl:35])[CH:24]=1.[K], predict the reaction product. The product is: [Cl:22][C:23]1[CH:28]=[C:27]([C:29]2([C:31]([F:34])([F:32])[F:33])[O:1][N:2]=[C:3]([C:4]3[CH:5]=[C:6]4[C:11](=[CH:12][CH:13]=3)[N:10]=[CH:9][CH:8]=[CH:7]4)[CH2:30]2)[CH:26]=[C:25]([Cl:35])[CH:24]=1. (5) Given the reactants [OH:1][C:2]1([C:14]2[CH:18]=[CH:17][S:16][C:15]=2[C:19]2[CH:24]=[CH:23][CH:22]=[CH:21][C:20]=2O)[CH2:6][CH2:5][N:4]([C:7]([O:9][C:10]([CH3:13])([CH3:12])[CH3:11])=[O:8])[CH2:3]1.B(F)(F)F.O, predict the reaction product. The product is: [S:16]1[C:15]2[C:19]3[CH:24]=[CH:23][CH:22]=[CH:21][C:20]=3[O:1][C:2]3([CH2:6][CH2:5][N:4]([C:7]([O:9][C:10]([CH3:13])([CH3:12])[CH3:11])=[O:8])[CH2:3]3)[C:14]=2[CH:18]=[CH:17]1. (6) Given the reactants [F:1][C:2]1[CH:7]=[CH:6][C:5]([OH:8])=[CH:4][CH:3]=1.Br[C:10]1[CH:15]=[CH:14][C:13]([Br:16])=[CH:12][N:11]=1.CN(C)C=O.[H-].[Na+], predict the reaction product. The product is: [Br:16][C:13]1[CH:14]=[CH:15][C:10]([O:8][C:5]2[CH:6]=[CH:7][C:2]([F:1])=[CH:3][CH:4]=2)=[N:11][CH:12]=1. (7) Given the reactants C(O[C:4]([C:6]1[NH:10][C:9]2[S:11][C:12]([Cl:14])=[CH:13][C:8]=2[CH:7]=1)=[O:5])C.[CH2:15]1[NH:20][CH2:19][CH2:18][N:17]2[CH2:21][CH2:22][CH2:23][CH:16]12, predict the reaction product. The product is: [Cl:14][C:12]1[S:11][C:9]2[NH:10][C:6]([C:4]([N:20]3[CH2:19][CH2:18][N:17]4[CH2:21][CH2:22][CH2:23][CH:16]4[CH2:15]3)=[O:5])=[CH:7][C:8]=2[CH:13]=1. (8) Given the reactants [CH3:1][O:2][C:3]1[CH:8]=[CH:7][CH:6]=[C:5]([O:9][CH3:10])[C:4]=1[CH:11]1[NH:16][C:15](=[O:17])[CH2:14][CH2:13][CH2:12]1.Br[CH2:19][C:20]1[CH:25]=[CH:24][CH:23]=[C:22]([O:26][CH:27]([F:29])[F:28])[CH:21]=1, predict the reaction product. The product is: [F:28][CH:27]([F:29])[O:26][C:22]1[CH:21]=[C:20]([CH:25]=[CH:24][CH:23]=1)[CH2:19][N:16]1[CH:11]([C:4]2[C:5]([O:9][CH3:10])=[CH:6][CH:7]=[CH:8][C:3]=2[O:2][CH3:1])[CH2:12][CH2:13][CH2:14][C:15]1=[O:17].